From a dataset of Peptide-MHC class I binding affinity with 185,985 pairs from IEDB/IMGT. Regression. Given a peptide amino acid sequence and an MHC pseudo amino acid sequence, predict their binding affinity value. This is MHC class I binding data. The peptide sequence is RRRWEQLL. The MHC is HLA-B27:05 with pseudo-sequence HLA-B27:05. The binding affinity (normalized) is 0.541.